Dataset: Forward reaction prediction with 1.9M reactions from USPTO patents (1976-2016). Task: Predict the product of the given reaction. (1) Given the reactants [CH3:1][NH:2][C:3](=[O:6])[CH2:4][NH2:5].S=[C:8]1[CH2:12][S:11][C:10](=[O:13])[NH:9]1, predict the reaction product. The product is: [CH3:1][NH:2][C:3](=[O:6])[CH2:4][NH:5][C:8]1[CH2:12][S:11][C:10](=[O:13])[N:9]=1. (2) Given the reactants Cl.[NH2:2][CH2:3][C:4]1([CH2:7][C:8]([OH:10])=[O:9])[CH2:6][CH2:5]1.[CH3:11][C:12]([O:15][C:16](O[C:16]([O:15][C:12]([CH3:14])([CH3:13])[CH3:11])=[O:17])=[O:17])([CH3:14])[CH3:13], predict the reaction product. The product is: [C:12]([O:15][C:16]([NH:2][CH2:3][C:4]1([CH2:7][C:8]([OH:10])=[O:9])[CH2:6][CH2:5]1)=[O:17])([CH3:14])([CH3:13])[CH3:11]. (3) Given the reactants Cl.[C:2]([C:4]1([NH:7][C:8]([C@@H:10]2[CH2:14][C@@H:13]([S:15]([C:18]3[CH:23]=[CH:22][CH:21]=[CH:20][C:19]=3[C:24]([F:27])([F:26])[F:25])(=[O:17])=[O:16])[CH2:12][NH:11]2)=[O:9])[CH2:6][CH2:5]1)#[N:3].[F:28][C:29]([F:40])([F:39])[CH:30]1[CH2:35][CH2:34][CH:33]([C:36](O)=[O:37])[CH2:32][CH2:31]1, predict the reaction product. The product is: [C:2]([C:4]1([NH:7][C:8]([C@@H:10]2[CH2:14][C@@H:13]([S:15]([C:18]3[CH:23]=[CH:22][CH:21]=[CH:20][C:19]=3[C:24]([F:27])([F:25])[F:26])(=[O:17])=[O:16])[CH2:12][N:11]2[C:36]([CH:33]2[CH2:32][CH2:31][CH:30]([C:29]([F:28])([F:39])[F:40])[CH2:35][CH2:34]2)=[O:37])=[O:9])[CH2:5][CH2:6]1)#[N:3]. (4) Given the reactants CC1[S:3][C:4]2[C:9]([N:10]=1)=[CH:8][CH:7]=[C:6]([C:11]1([C:14]3[CH:19]=[CH:18][CH:17]=[CH:16][CH:15]=3)[CH2:13][CH2:12]1)[N:5]=2.[OH-].[Na+].O, predict the reaction product. The product is: [NH2:10][C:9]1[C:4](=[S:3])[NH:5][C:6]([C:11]2([C:14]3[CH:19]=[CH:18][CH:17]=[CH:16][CH:15]=3)[CH2:13][CH2:12]2)=[CH:7][CH:8]=1. (5) Given the reactants [Cl:1][C:2]1[CH:3]=[C:4]([CH:7]=[C:8]([Cl:21])[C:9]=1[N:10]1[CH:20]=[C:13]2[C:14](Br)=[N:15][CH:16]=[C:17]([Br:18])[C:12]2=[N:11]1)[C:5]#[N:6].[CH3:22][C:23]1[N:28]=[CH:27][N:26]=[C:25]([NH2:29])[CH:24]=1.CC1(C)C2C(=C(P(C3C=CC=CC=3)C3C=CC=CC=3)C=CC=2)OC2C(P(C3C=CC=CC=3)C3C=CC=CC=3)=CC=CC1=2.C(=O)([O-])[O-].[Cs+].[Cs+], predict the reaction product. The product is: [Br:18][C:17]1[C:12]2[C:13](=[CH:20][N:10]([C:9]3[C:2]([Cl:1])=[CH:3][C:4]([C:5]#[N:6])=[CH:7][C:8]=3[Cl:21])[N:11]=2)[C:14]([NH:29][C:25]2[CH:24]=[C:23]([CH3:22])[N:28]=[CH:27][N:26]=2)=[N:15][CH:16]=1. (6) The product is: [NH:44]([C:1]([CH2:2][CH2:3][CH2:4][CH2:5][CH2:6][CH2:7][CH2:8][CH2:9][CH2:10][CH2:11][CH2:12][CH2:13][CH2:14][CH2:15][CH3:16])=[O:18])[CH2:42][C:43]([NH:31][C@H:32]([C:39]([OH:41])=[O:40])[CH2:33][C:34]1[N:38]=[CH:37][NH:36][CH:35]=1)=[O:52].[F:49][C:50]([C:51]([OH:53])=[O:52])([F:55])[F:54]. Given the reactants [C:1]([O:18]NCC(OC1CC(=O)NC1=O)=O)(=O)[CH2:2][CH2:3][CH2:4][CH2:5][CH2:6][CH2:7][CH2:8][CH2:9][CH2:10][CH2:11][CH2:12][CH2:13][CH2:14][CH2:15][CH3:16].[NH2:31][C@H:32]([C:39]([OH:41])=[O:40])[CH2:33][C:34]1[N:38]=[CH:37][NH:36][CH:35]=1.[CH2:42]([N:44](CC)CC)[CH3:43].[F:49][C:50]([F:55])([F:54])[C:51]([OH:53])=[O:52], predict the reaction product. (7) Given the reactants [O:1]=[C:2]1[O:6][N:5]=[C:4]([C:7]([O:9]CC)=[O:8])[NH:3]1.[OH-].[Na+].Cl, predict the reaction product. The product is: [O:1]=[C:2]1[O:6][N:5]=[C:4]([C:7]([OH:9])=[O:8])[NH:3]1. (8) Given the reactants Cl.[NH2:2][CH2:3][C@H:4]([OH:9])[C:5]([O:7][CH3:8])=[O:6].[Cl:10][C:11]1[N:16]=[C:15]([C:17]([NH2:19])=[O:18])[CH:14]=[C:13](Cl)[N:12]=1.CCN(C(C)C)C(C)C, predict the reaction product. The product is: [C:17]([C:15]1[N:16]=[C:11]([Cl:10])[N:12]=[C:13]([NH:2][CH2:3][C@H:4]([OH:9])[C:5]([O:7][CH3:8])=[O:6])[CH:14]=1)(=[O:18])[NH2:19]. (9) Given the reactants [CH2:1]([O:8][C:9]1[CH:14]=[CH:13][C:12]([C:15]2[CH:20]=[C:19]([CH:21]([CH3:23])[CH3:22])[CH:18]=[CH:17][C:16]=2[O:24][CH3:25])=[C:11]([CH2:26][N:27]([CH2:35][C:36]2[CH:41]=[C:40]([C:42]([F:45])([F:44])[F:43])[CH:39]=[C:38]([C:46]([F:49])([F:48])[F:47])[CH:37]=2)[C:28]2[N:33]=[CH:32][C:31](Br)=[CH:30][N:29]=2)[CH:10]=1)[C:2]1[CH:7]=[CH:6][CH:5]=[CH:4][CH:3]=1.CC(C)([O-])C.[Na+].C(P(C(C)(C)C)C1C=CC=CC=1C1C=CC=CC=1)(C)(C)C.[NH:77]1[CH2:82][CH2:81][O:80][CH2:79][CH2:78]1, predict the reaction product. The product is: [CH2:1]([O:8][C:9]1[CH:14]=[CH:13][C:12]([C:15]2[CH:20]=[C:19]([CH:21]([CH3:23])[CH3:22])[CH:18]=[CH:17][C:16]=2[O:24][CH3:25])=[C:11]([CH2:26][N:27]([CH2:35][C:36]2[CH:41]=[C:40]([C:42]([F:45])([F:44])[F:43])[CH:39]=[C:38]([C:46]([F:49])([F:48])[F:47])[CH:37]=2)[C:28]2[N:33]=[CH:32][C:31]([N:77]3[CH2:82][CH2:81][O:80][CH2:79][CH2:78]3)=[CH:30][N:29]=2)[CH:10]=1)[C:2]1[CH:7]=[CH:6][CH:5]=[CH:4][CH:3]=1.